From a dataset of Reaction yield outcomes from USPTO patents with 853,638 reactions. Predict the reaction yield, written as a fraction of the theoretical maximum amount of product (1.0 means a 100% yield; for example, 0.34 means a 34% yield). (1) The yield is 0.190. The reactants are [Cl:1][C:2]1[C:11]2[C:6](=[CH:7][CH:8]=[CH:9][CH:10]=2)[C:5]([O:12][C@@H:13]2[C@@H:20]3[C@@H:16]([CH2:17][NH:18][CH2:19]3)[CH2:15][CH2:14]2)=[CH:4][CH:3]=1.C(N(CC)C(C)C)(C)C.[C:30](=O)([O:38]C1C=CC([N+]([O-])=O)=CC=1)[O:31][CH2:32][C:33]1[N:34]=[CH:35][S:36][CH:37]=1.C1CCCCC1. The catalyst is C(OCC)(=O)C. The product is [Cl:1][C:2]1[C:11]2[C:6](=[CH:7][CH:8]=[CH:9][CH:10]=2)[C:5]([O:12][C@@H:13]2[C@@H:20]3[C@@H:16]([CH2:17][N:18]([C:30]([O:31][CH2:32][C:33]4[N:34]=[CH:35][S:36][CH:37]=4)=[O:38])[CH2:19]3)[CH2:15][CH2:14]2)=[CH:4][CH:3]=1. (2) The reactants are [C:1]([C:3]1[CH:12]=[CH:11][C:6]([C:7]([O:9][CH3:10])=[O:8])=[CH:5][CH:4]=1)#[N:2].[C:13]([Cl:16])(=[O:15])[CH3:14]. The catalyst is CCO. The product is [ClH:16].[CH2:13]([O:15][C:1](=[NH:2])[C:3]1[CH:12]=[CH:11][C:6]([C:7]([O:9][CH3:10])=[O:8])=[CH:5][CH:4]=1)[CH3:14]. The yield is 0.850.